Dataset: Full USPTO retrosynthesis dataset with 1.9M reactions from patents (1976-2016). Task: Predict the reactants needed to synthesize the given product. (1) Given the product [F:30][C:8]([F:7])([F:31])[O:9][C:10]1[CH:15]=[CH:14][C:13]([NH:16][C:17](=[O:29])[C:18]2[CH:23]=[C:22]([N+:24]([O-:26])=[O:25])[C:21]([NH:1][CH2:2][C:3]([OH:5])([CH3:6])[CH3:4])=[CH:20][C:19]=2[Cl:28])=[CH:12][CH:11]=1, predict the reactants needed to synthesize it. The reactants are: [NH2:1][CH2:2][C:3]([CH3:6])([OH:5])[CH3:4].[F:7][C:8]([F:31])([F:30])[O:9][C:10]1[CH:15]=[CH:14][C:13]([NH:16][C:17](=[O:29])[C:18]2[CH:23]=[C:22]([N+:24]([O-:26])=[O:25])[C:21](F)=[CH:20][C:19]=2[Cl:28])=[CH:12][CH:11]=1.C([O-])([O-])=O.[Cs+].[Cs+]. (2) Given the product [CH2:1]([O:5][CH2:6][CH2:7][CH2:8][Si:9]([OH:10])([OH:14])[OH:12])[CH:2]1[O:4][CH2:3]1, predict the reactants needed to synthesize it. The reactants are: [CH2:1]([O:5][CH2:6][CH2:7][CH2:8][Si:9]([O:14]C)([O:12]C)[O:10]C)[CH:2]1[O:4][CH2:3]1. (3) Given the product [CH3:1][C:2]1[CH:3]=[C:4]([O:21][C:23]2[CH:28]=[CH:27][C:26]([S:29]([CH3:32])(=[O:31])=[O:30])=[CH:25][CH:24]=2)[CH:5]=[CH:6][C:7]=1[N:8]1[C:12]2[CH:13]=[CH:14][CH:15]=[C:16]([C:17]([F:20])([F:19])[F:18])[C:11]=2[N:10]=[CH:9]1, predict the reactants needed to synthesize it. The reactants are: [CH3:1][C:2]1[CH:3]=[C:4]([OH:21])[CH:5]=[CH:6][C:7]=1[N:8]1[C:12]2[CH:13]=[CH:14][CH:15]=[C:16]([C:17]([F:20])([F:19])[F:18])[C:11]=2[N:10]=[CH:9]1.F[C:23]1[CH:28]=[CH:27][C:26]([S:29]([CH3:32])(=[O:31])=[O:30])=[CH:25][CH:24]=1.